From a dataset of Full USPTO retrosynthesis dataset with 1.9M reactions from patents (1976-2016). Predict the reactants needed to synthesize the given product. (1) Given the product [O:13]=[C:4]1[CH2:3][CH:2]([N:1]2[CH:14]=[N:26][N:25]=[N:24]2)[CH2:6][N:5]1[CH:7]([CH2:11][CH3:12])[C:8]([NH2:10])=[O:9], predict the reactants needed to synthesize it. The reactants are: [NH2:1][CH:2]1[CH2:6][N:5]([CH:7]([CH2:11][CH3:12])[C:8]([NH2:10])=[O:9])[C:4](=[O:13])[CH2:3]1.[CH:14](OCC)(OCC)OCC.[N-:24]=[N+:25]=[N-:26].[Na+]. (2) Given the product [F:1][C:2]1[CH:3]=[CH:4][C:5]([N+:9]([O-:11])=[O:10])=[C:6]([O:8][CH3:12])[CH:7]=1, predict the reactants needed to synthesize it. The reactants are: [F:1][C:2]1[CH:3]=[CH:4][C:5]([N+:9]([O-:11])=[O:10])=[C:6]([OH:8])[CH:7]=1.[C:12](=O)([O-])[O-].[K+].[K+].S(OC)(OC)(=O)=O. (3) Given the product [CH2:31]([O:52][C:53](=[O:55])[CH2:68][C:62]1[CH:67]=[CH:66][C:65]([C:20]2[CH:21]=[CH:22][C:17]([N:13]3[C:12]([NH:11][C:10]([O:9][C@@H:7]([C:1]4[CH:6]=[CH:5][CH:4]=[CH:3][CH:2]=4)[CH3:8])=[O:24])=[CH:16][N:15]=[N:14]3)=[CH:18][CH:19]=2)=[CH:64][CH:63]=1)[CH3:32], predict the reactants needed to synthesize it. The reactants are: [C:1]1([C@H:7]([O:9][C:10](=[O:24])[NH:11][C:12]2[N:13]([C:17]3[CH:22]=[CH:21][C:20](Br)=[CH:19][CH:18]=3)[N:14]=[N:15][CH:16]=2)[CH3:8])[CH:6]=[CH:5][CH:4]=[CH:3][CH:2]=1.[CH3:53][O:52][C:31]1[CH:32]=CC=[C:31]([O:52][CH3:53])[C:32]=1C1C=CC=CC=1P(C1CCCCC1)C1CCCCC1.P([O-])([O-])([O-])=[O:55].[K+].[K+].[K+].[C:62]1([CH3:68])[CH:67]=[CH:66][CH:65]=[CH:64][CH:63]=1. (4) Given the product [Br:1][C:2]1[C:3]([C:20]2[S:24][C:23]3[CH:25]=[CH:26][C:27]([O:29][CH2:30][CH2:31][N:37]4[CH2:38][CH2:39][N:34]([CH3:33])[CH2:35][CH2:36]4)=[CH:28][C:22]=3[CH:21]=2)=[N:4][C:5]([NH:8][CH2:9][CH2:10][N:11]2[C:15]([CH3:17])([CH3:16])[C:14](=[O:18])[NH:13][C:12]2=[O:19])=[N:6][CH:7]=1, predict the reactants needed to synthesize it. The reactants are: [Br:1][C:2]1[C:3]([C:20]2[S:24][C:23]3[CH:25]=[CH:26][C:27]([O:29][CH2:30][CH2:31]Cl)=[CH:28][C:22]=3[CH:21]=2)=[N:4][C:5]([NH:8][CH2:9][CH2:10][N:11]2[C:15]([CH3:17])([CH3:16])[C:14](=[O:18])[NH:13][C:12]2=[O:19])=[N:6][CH:7]=1.[CH3:33][N:34]1[CH2:39][CH2:38][NH:37][CH2:36][CH2:35]1.[I-].[Na+].C(=O)(O)[O-].[Na+]. (5) Given the product [CH:1]1([C:5]2[N:13]3[C:8]([C:9]([NH2:14])=[N:10][CH:11]=[N:12]3)=[C:7]([C:15]3[CH:24]=[C:23]4[C:18]([CH:19]=[CH:20][C:21]([C:25]5[CH:26]=[CH:27][CH:28]=[CH:29][N:31]=5)=[N:22]4)=[CH:17][CH:16]=3)[N:6]=2)[CH2:4][CH2:3][CH2:2]1, predict the reactants needed to synthesize it. The reactants are: [CH:1]1([C:5]2[N:13]3[C:8]([C:9]([NH2:14])=[N:10][CH:11]=[N:12]3)=[C:7]([C:15]3[CH:24]=[C:23]4[C:18]([CH:19]=[CH:20][C:21]([C:25]5C=[CH:29][CH:28]=[CH:27][CH:26]=5)=[N:22]4)=[CH:17][CH:16]=3)[N:6]=2)[CH2:4][CH2:3][CH2:2]1.[N:31]1C=CC=CC=1C1C=CC2C(=CC(B3OC(C)(C)C(C)(C)O3)=CC=2)N=1. (6) Given the product [CH3:11][O:10][CH2:9][O:8][C:6]1[CH:5]=[CH:4][C:3]2[CH2:12][C:13]([C:16]3[CH:21]=[CH:20][C:19]([O:22][Si:23]([CH:30]([CH3:32])[CH3:31])([CH:27]([CH3:29])[CH3:28])[CH:24]([CH3:26])[CH3:25])=[CH:18][N:17]=3)([CH3:14])[O:15][C:2]=2[CH:7]=1, predict the reactants needed to synthesize it. The reactants are: Br[C:2]1[CH:7]=[C:6]([O:8][CH2:9][O:10][CH3:11])[CH:5]=[CH:4][C:3]=1[CH2:12][C:13]([C:16]1[CH:21]=[CH:20][C:19]([O:22][Si:23]([CH:30]([CH3:32])[CH3:31])([CH:27]([CH3:29])[CH3:28])[CH:24]([CH3:26])[CH3:25])=[CH:18][N:17]=1)([OH:15])[CH3:14].C(=O)([O-])[O-].[Cs+].[Cs+].